This data is from Forward reaction prediction with 1.9M reactions from USPTO patents (1976-2016). The task is: Predict the product of the given reaction. (1) Given the reactants Br[C:2]1[C:3]2[N:4]([N:8]=[C:9]([NH2:11])[N:10]=2)[CH:5]=[CH:6][CH:7]=1.[CH3:12][S:13]([C:16]1[CH:21]=[CH:20][CH:19]=[CH:18][C:17]=1B(O)O)(=[O:15])=[O:14], predict the reaction product. The product is: [CH3:12][S:13]([C:16]1[CH:21]=[CH:20][CH:19]=[CH:18][C:17]=1[C:2]1[C:3]2[N:4]([N:8]=[C:9]([NH2:11])[N:10]=2)[CH:5]=[CH:6][CH:7]=1)(=[O:15])=[O:14]. (2) Given the reactants [C:1]([OH:4])(=[O:3])[CH3:2].[C:5]([OH:8])(=[O:7])[CH3:6].[NH2:9][C:10]1[N:15]=[CH:14][N:13]=[C:12]2[N:16]([C@H:35]3[CH2:40][CH2:39][C@@H:38]([N:41]4[CH2:46][CH2:45][N:44]([CH3:47])[CH2:43][CH2:42]4)[CH2:37][CH2:36]3)[N:17]=[C:18]([C:19]3[CH:24]=[CH:23][C:22]([NH:25][C:26](=O)[CH2:27][C:28]4[CH:33]=[CH:32][CH:31]=[CH:30][CH:29]=4)=[CH:21][CH:20]=3)[C:11]=12.[H-].[Al+3].[Li+].[H-].[H-].[H-], predict the reaction product. The product is: [C:1]([OH:4])(=[O:3])[CH3:2].[C:5]([OH:8])(=[O:7])[CH3:6].[CH3:47][N:44]1[CH2:43][CH2:42][N:41]([C@@H:38]2[CH2:39][CH2:40][C@H:35]([N:16]3[C:12]4=[N:13][CH:14]=[N:15][C:10]([NH2:9])=[C:11]4[C:18]([C:19]4[CH:20]=[CH:21][C:22]([NH:25][CH2:26][CH2:27][C:28]5[CH:29]=[CH:30][CH:31]=[CH:32][CH:33]=5)=[CH:23][CH:24]=4)=[N:17]3)[CH2:36][CH2:37]2)[CH2:46][CH2:45]1. (3) Given the reactants [CH2:1]([CH:4]([C:10]([O:12][CH2:13][CH3:14])=[O:11])[C:5]([O:7][CH2:8][CH3:9])=[O:6])[C:2]#[CH:3].Br[CH2:16]/[CH:17]=[CH:18]/[C:19]1[CH:24]=[CH:23][CH:22]=[CH:21][C:20]=1[Cl:25].[H-].[Na+], predict the reaction product. The product is: [Cl:25][C:20]1[CH:21]=[CH:22][CH:23]=[CH:24][C:19]=1[CH:18]=[CH:17][CH2:16][C:4]([CH2:1][C:2]#[CH:3])([C:5]([O:7][CH2:8][CH3:9])=[O:6])[C:10]([O:12][CH2:13][CH3:14])=[O:11]. (4) Given the reactants [F:1][C:2]([F:13])([F:12])[O:3][C:4]1[CH:11]=[CH:10][C:7]([CH:8]=O)=[CH:6][CH:5]=1.[NH2:14][C:15]1[N:16]=[N:17][C:18]([CH3:21])=[CH:19][CH:20]=1.C([O:24][C:25](=O)[C:26]([OH:36])=[CH:27][C:28](=[O:35])[C:29]1[CH:34]=[CH:33][N:32]=[CH:31][CH:30]=1)C, predict the reaction product. The product is: [OH:36][C:26]1[C:25](=[O:24])[N:14]([C:15]2[N:16]=[N:17][C:18]([CH3:21])=[CH:19][CH:20]=2)[CH:8]([C:7]2[CH:10]=[CH:11][C:4]([O:3][C:2]([F:13])([F:12])[F:1])=[CH:5][CH:6]=2)[C:27]=1[C:28]([C:29]1[CH:30]=[CH:31][N:32]=[CH:33][CH:34]=1)=[O:35]. (5) Given the reactants [CH:1]1([N:4]2[C:13]3[C:8](=[C:9](F)[CH:10]=[C:11]([C:15]4[S:16][C:17]5[CH2:23][CH2:22][CH2:21][CH:20]([OH:24])[C:18]=5[CH:19]=4)[C:12]=3[F:14])[C:7](=[O:26])[C:6]([C:27]([OH:29])=[O:28])=[CH:5]2)[CH2:3][CH2:2]1.[NH3:30].CC(O)=O, predict the reaction product. The product is: [NH2:30][C:9]1[CH:10]=[C:11]([C:15]2[S:16][C:17]3[CH2:23][CH2:22][CH2:21][CH:20]([OH:24])[C:18]=3[CH:19]=2)[C:12]([F:14])=[C:13]2[C:8]=1[C:7](=[O:26])[C:6]([C:27]([OH:29])=[O:28])=[CH:5][N:4]2[CH:1]1[CH2:3][CH2:2]1. (6) Given the reactants [CH3:1][O:2][C:3]([C:5]1[N:6]=[CH:7][C:8]([CH:17]=[O:18])=[C:9]2[CH2:14][O:13][C:12]([CH3:16])([CH3:15])[O:11][C:10]=12)=[O:4].[O-:19]Cl=O.[Na+], predict the reaction product. The product is: [CH3:1][O:2][C:3]([C:5]1[C:10]2[O:11][C:12]([CH3:16])([CH3:15])[O:13][CH2:14][C:9]=2[C:8]([C:17]([OH:19])=[O:18])=[CH:7][N:6]=1)=[O:4]. (7) Given the reactants [OH:1][C:2]1[C:3]([CH3:12])=[C:4]([CH:9]=[CH:10][CH:11]=1)[C:5]([O:7][CH3:8])=[O:6].[O:13]1[CH2:17][CH2:16][CH:15](O)[CH2:14]1.C1(P(C2C=CC=CC=2)C2C=CC=CC=2)C=CC=CC=1.CC(OC(/N=N/C(OC(C)C)=O)=O)C, predict the reaction product. The product is: [CH3:12][C:3]1[C:2]([O:1][CH:15]2[CH2:16][CH2:17][O:13][CH2:14]2)=[CH:11][CH:10]=[CH:9][C:4]=1[C:5]([O:7][CH3:8])=[O:6]. (8) Given the reactants [F:1][C:2]([F:35])([F:34])[C:3]1[CH:4]=[C:5]([C@H:13]([O:15][C@H:16]2[O:24][CH2:23][C@@H:19]3[CH2:20][NH:21][CH2:22][C@H:18]3[C@@H:17]2[C:25]2[CH:30]=[C:29]([I:31])[C:28]([F:32])=[CH:27][C:26]=2[CH3:33])[CH3:14])[CH:6]=[C:7]([C:9]([F:12])([F:11])[F:10])[CH:8]=1.[C:36](OC(=O)C)(=[O:38])[CH3:37], predict the reaction product. The product is: [C:36]([N:21]1[CH2:22][C@H:18]2[C@H:17]([C:25]3[CH:30]=[C:29]([I:31])[C:28]([F:32])=[CH:27][C:26]=3[CH3:33])[C@@H:16]([O:15][C@@H:13]([C:5]3[CH:6]=[C:7]([C:9]([F:10])([F:11])[F:12])[CH:8]=[C:3]([C:2]([F:1])([F:34])[F:35])[CH:4]=3)[CH3:14])[O:24][CH2:23][C@@H:19]2[CH2:20]1)(=[O:38])[CH3:37].